The task is: Predict the product of the given reaction.. This data is from Forward reaction prediction with 1.9M reactions from USPTO patents (1976-2016). (1) Given the reactants [Br:1][C:2]1[C:11]2[S:12][C:13]([CH2:16]Br)=[C:14]([CH3:15])[C:10]=2[C:9]([C:18]2[CH:23]=[C:22]([CH3:24])[C:21]([O:25][C:26](=[O:28])[CH3:27])=[C:20]([CH3:29])[CH:19]=2)=[C:8]2[C:3]=1[CH:4]=[CH:5][CH:6]=[CH:7]2.[CH2:30]([NH:32][CH2:33][CH3:34])[CH3:31].C(=O)([O-])[O-].[K+].[K+].CN(C)C=O, predict the reaction product. The product is: [Br:1][C:2]1[C:11]2[S:12][C:13]([CH2:16][N:32]([CH2:33][CH3:34])[CH2:30][CH3:31])=[C:14]([CH3:15])[C:10]=2[C:9]([C:18]2[CH:19]=[C:20]([CH3:29])[C:21]([O:25][C:26](=[O:28])[CH3:27])=[C:22]([CH3:24])[CH:23]=2)=[C:8]2[C:3]=1[CH:4]=[CH:5][CH:6]=[CH:7]2. (2) The product is: [Cl:40][C:19]1[N:20]=[N+:21]([O-:22])[C:16]2[CH:15]=[C:14]([O:13][CH2:12][CH2:11][N:5]3[CH2:10][CH2:9][O:8][CH2:7][CH2:6]3)[CH:25]=[CH:24][C:17]=2[N:18]=1. Given the reactants N([O-])=O.[Na+].[N:5]1([CH2:11][CH2:12][O:13][C:14]2[CH:25]=[CH:24][C:17]3[N:18]=[C:19](N)[N:20]=[N+:21]([O-:22])[C:16]=3[CH:15]=2)[CH2:10][CH2:9][O:8][CH2:7][CH2:6]1.C([O-])(O)=O.[Na+].CN(C)C1C=CC=CC=1.[ClH:40], predict the reaction product. (3) Given the reactants [Cl:1][C:2]1[CH:3]=[C:4]([C:12]2[O:16][N:15]=[C:14]([C:17]3[CH:18]=[CH:19][CH:20]=[C:21]4[C:25]=3[N:24]([CH3:26])[CH:23]=[C:22]4[CH2:27][NH:28][C@@H:29]([C:31]([O-:33])=[O:32])[CH3:30])[N:13]=2)[CH:5]=[CH:6][C:7]=1[O:8][CH:9]([CH3:11])[CH3:10].[OH-].[Na+].Cl, predict the reaction product. The product is: [Cl:1][C:2]1[CH:3]=[C:4]([C:12]2[O:16][N:15]=[C:14]([C:17]3[CH:18]=[CH:19][CH:20]=[C:21]4[C:25]=3[N:24]([CH3:26])[CH:23]=[C:22]4[CH2:27][NH:28][C@@H:29]([C:31]([OH:33])=[O:32])[CH3:30])[N:13]=2)[CH:5]=[CH:6][C:7]=1[O:8][CH:9]([CH3:10])[CH3:11]. (4) Given the reactants [F:1][C:2]1[CH:7]=[CH:6][C:5]([O:8][CH3:9])=[CH:4][C:3]=1[C:10]1[CH:15]=[CH:14][C:13]([C:16]([O:18][CH3:19])=[O:17])=[CH:12][C:11]=1[CH:20]1[CH:24]([CH3:25])[CH2:23][CH2:22][CH:21]1[OH:26].[CH3:27][S:28](Cl)(=[O:30])=[O:29], predict the reaction product. The product is: [F:1][C:2]1[CH:7]=[CH:6][C:5]([O:8][CH3:9])=[CH:4][C:3]=1[C:10]1[CH:15]=[CH:14][C:13]([C:16]([O:18][CH3:19])=[O:17])=[CH:12][C:11]=1[CH:20]1[CH:21]([O:26][S:28]([CH3:27])(=[O:30])=[O:29])[CH2:22][CH2:23][CH:24]1[CH3:25]. (5) Given the reactants [Br:1][CH2:2][CH2:3][CH2:4][O:5][Si:6]([C:9]([CH3:12])([CH3:11])[CH3:10])([CH3:8])[CH3:7].[C:13]1([P:19]([C:26]2[CH:31]=[CH:30][CH:29]=[CH:28][CH:27]=2)[C:20]2[CH:25]=[CH:24][CH:23]=[CH:22][CH:21]=2)[CH:18]=[CH:17][CH:16]=[CH:15][CH:14]=1, predict the reaction product. The product is: [Br-:1].[Si:6]([O:5][CH2:4][CH2:3][CH2:2][P+:19]([C:20]1[CH:21]=[CH:22][CH:23]=[CH:24][CH:25]=1)([C:26]1[CH:31]=[CH:30][CH:29]=[CH:28][CH:27]=1)[C:13]1[CH:14]=[CH:15][CH:16]=[CH:17][CH:18]=1)([C:9]([CH3:12])([CH3:11])[CH3:10])([CH3:8])[CH3:7]. (6) Given the reactants Cl[C@@H:2]([CH2:15][CH:16]([CH3:18])[CH3:17])[C:3]([NH:5][C:6]1[CH:11]=[C:10]([CH3:12])[CH:9]=[C:8]([CH3:13])[C:7]=1[OH:14])=[O:4].C(=O)([O-])[O-].[K+].[K+].O.Cl, predict the reaction product. The product is: [CH2:15]([C@@H:2]1[C:3](=[O:4])[NH:5][C:6]2[CH:11]=[C:10]([CH3:12])[CH:9]=[C:8]([CH3:13])[C:7]=2[O:14]1)[CH:16]([CH3:18])[CH3:17]. (7) Given the reactants Cl[C:2]1[C:3]2[N:10]([CH2:11][C:12]([O:14][CH2:15][CH3:16])=[O:13])[CH:9]=[CH:8][C:4]=2[N:5]=[CH:6][N:7]=1.[Cl:17][C:18]1[CH:19]=[C:20]([CH:22]=[CH:23][C:24]=1[O:25][CH2:26][C:27]1[CH:32]=[CH:31][CH:30]=[C:29]([F:33])[CH:28]=1)[NH2:21], predict the reaction product. The product is: [CH2:15]([O:14][C:12](=[O:13])[CH2:11][N:10]1[C:3]2[C:2]([NH:21][C:20]3[CH:22]=[CH:23][C:24]([O:25][CH2:26][C:27]4[CH:32]=[CH:31][CH:30]=[C:29]([F:33])[CH:28]=4)=[C:18]([Cl:17])[CH:19]=3)=[N:7][CH:6]=[N:5][C:4]=2[CH:8]=[CH:9]1)[CH3:16]. (8) Given the reactants [CH3:1][C:2]([CH3:9])=[CH:3][C:4]([N:6]=[C:7]=[S:8])=[O:5].[CH3:10][NH:11][CH3:12].C1COCC1, predict the reaction product. The product is: [CH3:10][N:11]([CH3:12])[C:7]([NH:6][C:4](=[O:5])[CH:3]=[C:2]([CH3:9])[CH3:1])=[S:8]. (9) The product is: [CH3:32][NH:31][C:27]1[N:26]=[C:25]([CH2:24][CH2:23][O:22][C:5]2[CH:4]=[CH:3][C:13]3[CH2:12][CH:11]([CH2:14][C:15]([OH:17])=[O:16])[C:10]4[CH:18]=[CH:19][CH:20]=[CH:21][C:9]=4[O:8][C:7]=3[CH:6]=2)[CH:30]=[CH:29][CH:28]=1. Given the reactants C([C:3]1[C:13]2[CH2:12][CH:11]([CH2:14][C:15]([OH:17])=[O:16])[C:10]3[CH:18]=[CH:19][CH:20]=[CH:21][C:9]=3[O:8][C:7]=2[CH:6]=[C:5]([O:22][CH2:23][CH2:24][C:25]2[CH:30]=[CH:29][CH:28]=[C:27]([NH:31][CH3:32])[N:26]=2)[CH:4]=1)C.[OH-].[Na+], predict the reaction product. (10) Given the reactants C(OC([NH:11][C:12]([CH3:17])([CH3:16])[C:13]([OH:15])=O)=O)C1C=CC=CC=1.Cl.C(N=C=NCCCN(C)C)C.ON1C2C=CC=CC=2N=N1.[NH2:40][CH2:41][CH2:42][OH:43], predict the reaction product. The product is: [NH2:11][C:12]([CH3:16])([CH3:17])[C:13]([NH:40][CH2:41][CH2:42][OH:43])=[O:15].